The task is: Binary Classification. Given a drug SMILES string, predict its activity (active/inactive) in a high-throughput screening assay against a specified biological target.. This data is from HIV replication inhibition screening data with 41,000+ compounds from the AIDS Antiviral Screen. The drug is COc1ccc(C2C(Cl)C(=O)N2n2cnc3ccccc3c2=O)cc1OC. The result is 0 (inactive).